This data is from Full USPTO retrosynthesis dataset with 1.9M reactions from patents (1976-2016). The task is: Predict the reactants needed to synthesize the given product. (1) Given the product [C:1]([O:5][C:6]([N:8]1[C@H:20]([C:21]([OH:23])=[O:22])[CH2:19][C:18]2[C:17]3[C:12](=[CH:13][CH:14]=[CH:15][CH:16]=3)[N:11]([CH2:31][C:30]3[CH:33]=[CH:34][C:27]([F:26])=[CH:28][CH:29]=3)[C:10]=2[CH2:9]1)=[O:7])([CH3:4])([CH3:2])[CH3:3], predict the reactants needed to synthesize it. The reactants are: [C:1]([O:5][C:6]([N:8]1[C@H:20]([C:21]([OH:23])=[O:22])[CH2:19][C:18]2[C:17]3[C:12](=[CH:13][CH:14]=[CH:15][CH:16]=3)[NH:11][C:10]=2[CH2:9]1)=[O:7])([CH3:4])([CH3:3])[CH3:2].[H-].[Na+].[F:26][C:27]1[CH:34]=[CH:33][C:30]([CH2:31]Br)=[CH:29][CH:28]=1. (2) Given the product [C:37]([O:36][C:34]([NH:25][N:26]([C:2]1[C:3]([CH3:19])=[N:4][N:5]2[C:9]([C:10]3[CH:15]=[CH:14][C:13]([Cl:16])=[CH:12][C:11]=3[Cl:17])=[C:8]([CH3:18])[O:7][C:6]=12)[C:27]([O:29][C:30]([CH3:33])([CH3:32])[CH3:31])=[O:28])=[O:35])([CH3:40])([CH3:39])[CH3:38], predict the reactants needed to synthesize it. The reactants are: Br[C:2]1[C:3]([CH3:19])=[N:4][N:5]2[C:9]([C:10]3[CH:15]=[CH:14][C:13]([Cl:16])=[CH:12][C:11]=3[Cl:17])=[C:8]([CH3:18])[O:7][C:6]=12.C([Li])CCC.[N:25]([C:34]([O:36][C:37]([CH3:40])([CH3:39])[CH3:38])=[O:35])=[N:26][C:27]([O:29][C:30]([CH3:33])([CH3:32])[CH3:31])=[O:28]. (3) The reactants are: [NH:1]1[C:5]2[CH:6]=[CH:7][S:8][C:4]=2[CH:3]=[N:2]1.[I:9]I.[OH-].[K+].S(=O)(O)[O-].[Na+]. Given the product [I:9][C:3]1[C:4]2[S:8][CH:7]=[CH:6][C:5]=2[NH:1][N:2]=1, predict the reactants needed to synthesize it. (4) Given the product [F:8][C:9]1[CH:10]=[C:11]([C:24]#[C:23][C:25]2[CH:26]=[C:27]([CH:30]=[CH:31][CH:32]=2)[C:28]#[N:29])[CH:12]=[N:13][CH:14]=1, predict the reactants needed to synthesize it. The reactants are: C(N(CC)CC)C.[F:8][C:9]1[CH:10]=[C:11](OS(C(F)(F)F)(=O)=O)[CH:12]=[N:13][CH:14]=1.[C:23]([C:25]1[CH:26]=[C:27]([CH:30]=[CH:31][CH:32]=1)[C:28]#[N:29])#[CH:24]. (5) Given the product [F:1][C:2]1[CH:3]=[CH:4][CH:5]=[C:6]2[C:10]=1[NH:9][CH2:8][CH2:7]2, predict the reactants needed to synthesize it. The reactants are: [F:1][C:2]1[CH:3]=[CH:4][CH:5]=[C:6]2[C:10]=1[NH:9][CH:8]=[CH:7]2.C([BH3-])#N.[Na+].[OH-].[Na+].